This data is from Forward reaction prediction with 1.9M reactions from USPTO patents (1976-2016). The task is: Predict the product of the given reaction. (1) Given the reactants [CH2:1]1[C:3]2([CH2:7][CH:6](CS([O-])(=O)=O)[CH2:5][O:4]2)[CH2:2]1.[NH2:13]CCCO.[CH2:18]1C[O:21][CH2:20][CH2:19]1, predict the reaction product. The product is: [CH2:2]1[C:3]2([CH2:7][CH:6]([NH:13][CH:20]([OH:21])[CH2:19][CH3:18])[CH2:5][O:4]2)[CH2:1]1. (2) Given the reactants [Cl:1][C:2]1[CH:7]=[C:6]([C:8]([O:10][CH3:11])=[O:9])[CH:5]=[CH:4][C:3]=1[C:12]1[CH:17]=[CH:16][C:15]([O:18][CH3:19])=[CH:14][C:13]=1[F:20].[I:21]I.OS([O-])=O.[Na+], predict the reaction product. The product is: [Cl:1][C:2]1[CH:7]=[C:6]([C:8]([O:10][CH3:11])=[O:9])[CH:5]=[CH:4][C:3]=1[C:12]1[CH:17]=[C:16]([I:21])[C:15]([O:18][CH3:19])=[CH:14][C:13]=1[F:20]. (3) Given the reactants [CH3:1][C:2]1[CH:10]=[CH:9][C:8]([N+:11]([O-:13])=[O:12])=[CH:7][C:3]=1[C:4]([OH:6])=O.[C:14](Cl)(=O)[C:15](Cl)=O.CN(C)[CH:22]=[O:23], predict the reaction product. The product is: [CH3:1][C:2]1[CH:10]=[CH:9][C:8]([N+:11]([O-:13])=[O:12])=[CH:7][C:3]=1[C:4]([C:15]1[CH:14]=[CH:4][C:3]([O:23][CH3:22])=[CH:2][CH:1]=1)=[O:6]. (4) Given the reactants [F:1][C:2]1[CH:29]=[C:28]([N+:30]([O-])=O)[CH:27]=[CH:26][C:3]=1[O:4][C:5]1[CH:10]=[CH:9][N:8]=[C:7]2[CH:11]=[C:12]([C:14]3[N:15]=[CH:16][N:17]([CH2:19][CH2:20][N:21]4[CH2:25][CH2:24][CH2:23][CH2:22]4)[CH:18]=3)[S:13][C:6]=12.[NH4+].[Cl-], predict the reaction product. The product is: [F:1][C:2]1[CH:29]=[C:28]([CH:27]=[CH:26][C:3]=1[O:4][C:5]1[CH:10]=[CH:9][N:8]=[C:7]2[CH:11]=[C:12]([C:14]3[N:15]=[CH:16][N:17]([CH2:19][CH2:20][N:21]4[CH2:22][CH2:23][CH2:24][CH2:25]4)[CH:18]=3)[S:13][C:6]=12)[NH2:30]. (5) Given the reactants [N:1]12[CH2:8][CH2:7][CH:4]([CH2:5][CH2:6]1)[C:3](=[O:9])[CH2:2]2.CC(C)([O-])C.[K+], predict the reaction product. The product is: [N:1]12[CH2:8][CH2:7][CH:4]([CH2:5][CH2:6]1)[C@H:3]([OH:9])[CH2:2]2.